From a dataset of Forward reaction prediction with 1.9M reactions from USPTO patents (1976-2016). Predict the product of the given reaction. (1) Given the reactants [F:1][C:2]1[CH:3]=[C:4]([C:8]2[N:9]=[C:10]([NH2:21])[C:11]([NH2:20])=[N:12][C:13]=2[C:14]2[CH:19]=[CH:18][N:17]=[CH:16][CH:15]=2)[CH:5]=[CH:6][CH:7]=1.O.[C:23](OC(=O)C)(=O)[CH3:24], predict the reaction product. The product is: [F:1][C:2]1[CH:3]=[C:4]([C:8]2[N:9]=[C:10]3[NH:21][C:23]([CH3:24])=[N:20][C:11]3=[N:12][C:13]=2[C:14]2[CH:19]=[CH:18][N:17]=[CH:16][CH:15]=2)[CH:5]=[CH:6][CH:7]=1. (2) The product is: [CH3:1][NH:2][C:3]([N:5]1[C:13]2[C:8](=[CH:9][C:10]([O:14][C:15]3[CH:20]=[CH:19][N:18]=[C:17]([NH:21][C:22]([N:49]4[CH2:50][CH2:51][CH:46]([N:40]5[CH2:45][CH2:44][CH2:43][CH2:42][CH2:41]5)[CH2:47][CH2:48]4)=[O:23])[CH:16]=3)=[CH:11][CH:12]=2)[CH:7]=[CH:6]1)=[O:4]. Given the reactants [CH3:1][NH:2][C:3]([N:5]1[C:13]2[C:8](=[CH:9][C:10]([O:14][C:15]3[CH:20]=[CH:19][N:18]=[C:17]([N:21](C(OC4C=CC=CC=4)=O)[C:22](=O)[O:23]C4C=CC=CC=4)[CH:16]=3)=[CH:11][CH:12]=2)[CH:7]=[CH:6]1)=[O:4].[N:40]1([CH:46]2[CH2:51][CH2:50][NH:49][CH2:48][CH2:47]2)[CH2:45][CH2:44][CH2:43][CH2:42][CH2:41]1, predict the reaction product. (3) Given the reactants [Cl:1][C:2]1[CH:16]=[C:15]([CH:17]=[O:18])[C:14]([O:19][CH3:20])=[CH:13][C:3]=1[O:4][CH2:5][C:6]([O:8]C(C)(C)C)=[O:7].FC(F)(F)C(O)=O, predict the reaction product. The product is: [Cl:1][C:2]1[CH:16]=[C:15]([CH:17]=[O:18])[C:14]([O:19][CH3:20])=[CH:13][C:3]=1[O:4][CH2:5][C:6]([OH:8])=[O:7].